Dataset: Full USPTO retrosynthesis dataset with 1.9M reactions from patents (1976-2016). Task: Predict the reactants needed to synthesize the given product. Given the product [N:36]1[CH:41]=[CH:40][CH:39]=[C:38]([NH:42][C:43]([N:45]2[CH2:46][CH:47]([O:49][C:50]3[CH:55]=[CH:54][C:53]([C:2]4[CH:7]=[C:6]([O:8][CH2:9][CH2:10][O:11][CH3:12])[CH:5]=[CH:4][C:3]=4[O:13][CH3:14])=[CH:52][N:51]=3)[CH2:48]2)=[O:44])[N:37]=1, predict the reactants needed to synthesize it. The reactants are: Br[C:2]1[CH:7]=[C:6]([O:8][CH2:9][CH2:10][O:11][CH3:12])[CH:5]=[CH:4][C:3]=1[O:13][CH3:14].B(OC(C)C)(OC(C)C)OC(C)C.C([Li])CCC.B(O)O.[N:36]1[CH:41]=[CH:40][CH:39]=[C:38]([NH:42][C:43]([N:45]2[CH2:48][CH:47]([O:49][C:50]3[CH:55]=[CH:54][C:53](I)=[CH:52][N:51]=3)[CH2:46]2)=[O:44])[N:37]=1.C(=O)(O)[O-].[Na+].